Dataset: NCI-60 drug combinations with 297,098 pairs across 59 cell lines. Task: Regression. Given two drug SMILES strings and cell line genomic features, predict the synergy score measuring deviation from expected non-interaction effect. (1) Drug 1: C1=CC=C(C(=C1)C(C2=CC=C(C=C2)Cl)C(Cl)Cl)Cl. Drug 2: CC1C(C(CC(O1)OC2CC(CC3=C2C(=C4C(=C3O)C(=O)C5=C(C4=O)C(=CC=C5)OC)O)(C(=O)CO)O)N)O.Cl. Cell line: HOP-92. Synergy scores: CSS=70.9, Synergy_ZIP=-2.35, Synergy_Bliss=-3.22, Synergy_Loewe=0.846, Synergy_HSA=2.92. (2) Drug 1: C1CN1C2=NC(=NC(=N2)N3CC3)N4CC4. Drug 2: C1=NC2=C(N1)C(=S)N=C(N2)N. Cell line: MDA-MB-231. Synergy scores: CSS=61.0, Synergy_ZIP=-1.75, Synergy_Bliss=-1.91, Synergy_Loewe=-0.834, Synergy_HSA=4.09. (3) Drug 1: CC1=C(C=C(C=C1)C(=O)NC2=CC(=CC(=C2)C(F)(F)F)N3C=C(N=C3)C)NC4=NC=CC(=N4)C5=CN=CC=C5. Drug 2: CC1CCCC2(C(O2)CC(NC(=O)CC(C(C(=O)C(C1O)C)(C)C)O)C(=CC3=CSC(=N3)C)C)C. Cell line: SF-539. Synergy scores: CSS=53.5, Synergy_ZIP=5.63, Synergy_Bliss=5.64, Synergy_Loewe=-26.1, Synergy_HSA=4.59. (4) Drug 1: CN(C)C1=NC(=NC(=N1)N(C)C)N(C)C. Drug 2: C1C(C(OC1N2C=NC3=C2NC=NCC3O)CO)O. Cell line: CCRF-CEM. Synergy scores: CSS=0.964, Synergy_ZIP=2.00, Synergy_Bliss=2.62, Synergy_Loewe=1.20, Synergy_HSA=-0.159. (5) Drug 1: CC1C(C(CC(O1)OC2CC(CC3=C2C(=C4C(=C3O)C(=O)C5=C(C4=O)C(=CC=C5)OC)O)(C(=O)C)O)N)O.Cl. Drug 2: CN(C)N=NC1=C(NC=N1)C(=O)N. Cell line: NCI-H226. Synergy scores: CSS=-2.81, Synergy_ZIP=-3.56, Synergy_Bliss=-4.53, Synergy_Loewe=-19.1, Synergy_HSA=-6.94. (6) Drug 1: CCC1=CC2CC(C3=C(CN(C2)C1)C4=CC=CC=C4N3)(C5=C(C=C6C(=C5)C78CCN9C7C(C=CC9)(C(C(C8N6C)(C(=O)OC)O)OC(=O)C)CC)OC)C(=O)OC.C(C(C(=O)O)O)(C(=O)O)O. Drug 2: C1=C(C(=O)NC(=O)N1)N(CCCl)CCCl. Cell line: SNB-19. Synergy scores: CSS=47.8, Synergy_ZIP=-2.12, Synergy_Bliss=-2.02, Synergy_Loewe=-16.1, Synergy_HSA=0.451. (7) Drug 1: C1=CN(C=N1)CC(O)(P(=O)(O)O)P(=O)(O)O. Drug 2: CS(=O)(=O)OCCCCOS(=O)(=O)C. Cell line: NCI-H322M. Synergy scores: CSS=-2.92, Synergy_ZIP=0.887, Synergy_Bliss=-1.12, Synergy_Loewe=-1.97, Synergy_HSA=-2.94.